From a dataset of NCI-60 drug combinations with 297,098 pairs across 59 cell lines. Regression. Given two drug SMILES strings and cell line genomic features, predict the synergy score measuring deviation from expected non-interaction effect. Drug 1: COC1=C2C(=CC3=C1OC=C3)C=CC(=O)O2. Drug 2: C1CNP(=O)(OC1)N(CCCl)CCCl. Cell line: 786-0. Synergy scores: CSS=1.87, Synergy_ZIP=4.57, Synergy_Bliss=1.61, Synergy_Loewe=-0.847, Synergy_HSA=-0.349.